Predict the product of the given reaction. From a dataset of Forward reaction prediction with 1.9M reactions from USPTO patents (1976-2016). (1) Given the reactants [CH2:1]([Li])[CH2:2][CH2:3][CH3:4].[Cl-].C([Zn+])CCC.[Cl:12][C:13]1[N:14]=[C:15]2[CH:20]=[CH:19][C:18](Cl)=[N:17][N:16]2[CH:22]=1.Cl, predict the reaction product. The product is: [CH2:1]([C:18]1[CH:19]=[CH:20][C:15]2[N:16]([CH:22]=[C:13]([Cl:12])[N:14]=2)[N:17]=1)[CH2:2][CH2:3][CH3:4]. (2) Given the reactants [C:1]([S:4][CH2:5][CH:6]([CH2:9][CH2:10][CH2:11][CH3:12])[CH:7]=[O:8])(=[O:3])[CH3:2].O[CH:14]([CH:16]=[CH2:17])[CH3:15].C1(C)C=CC(S([O-])(=O)=O)=CC=1.[NH+]1C=CC=CC=1, predict the reaction product. The product is: [C:1]([S:4][CH2:5][C:6]([CH2:15][CH2:14][CH2:16][CH3:17])([CH2:9]/[CH:10]=[CH:11]/[CH3:12])[CH:7]=[O:8])(=[O:3])[CH3:2]. (3) Given the reactants [F:1][C:2]1[CH:3]=[C:4]([CH:15]=[CH:16][CH:17]=1)[CH2:5][N:6]1[C:10](=[O:11])[CH2:9][CH2:8][C@@H:7]1[C:12]([OH:14])=O.[NH2:18][CH:19]([CH2:25][C:26]1[CH:31]=[CH:30][CH:29]=[CH:28][CH:27]=1)[CH:20]([OH:24])[C:21]([NH2:23])=[O:22].O[NH-].O=[N-], predict the reaction product. The product is: [NH2:23][C:21](=[O:22])[C:20](=[O:24])[CH:19]([NH:18][C:12]([C@H:7]1[CH2:8][CH2:9][C:10](=[O:11])[N:6]1[CH2:5][C:4]1[CH:15]=[CH:16][CH:17]=[C:2]([F:1])[CH:3]=1)=[O:14])[CH2:25][C:26]1[CH:27]=[CH:28][CH:29]=[CH:30][CH:31]=1. (4) Given the reactants [OH-:1].[Na+].OO.[Cl:5][C:6]1[CH:7]=[C:8]([S:12]([N:15]2[CH2:20][CH2:19][C:18]([NH:23][C:24]([CH:26]3[CH2:31][CH2:30][CH2:29][CH2:28][CH2:27]3)=O)([C:21]#[N:22])[CH2:17][CH2:16]2)(=[O:14])=[O:13])[CH:9]=[CH:10][CH:11]=1.O, predict the reaction product. The product is: [Cl:5][C:6]1[CH:7]=[C:8]([S:12]([N:15]2[CH2:20][CH2:19][C:18]3([N:23]=[C:24]([CH:26]4[CH2:31][CH2:30][CH2:29][CH2:28][CH2:27]4)[NH:22][C:21]3=[O:1])[CH2:17][CH2:16]2)(=[O:14])=[O:13])[CH:9]=[CH:10][CH:11]=1. (5) Given the reactants [F:1][C:2]1[CH:7]=[C:6]([F:8])[CH:5]=[CH:4][C:3]=1[C@:9]12[CH2:18][O:17][C@@H:16]([C:19]3[O:20][CH:21]=[N:22][N:23]=3)[CH2:15][C@H:14]1[CH2:13][S:12][C:11]([NH:24]C(=O)C1C=CC=CC=1)=[N:10]2.FC(F)(F)C(O)=O.FC1C=C(F)C=CC=1[C@]12CO[C@@H](C3ON=C(C)N=3)C[C@H]1CSC(N)=N2, predict the reaction product. The product is: [F:1][C:2]1[CH:7]=[C:6]([F:8])[CH:5]=[CH:4][C:3]=1[C@:9]12[CH2:18][O:17][C@@H:16]([C:19]3[O:20][CH:21]=[N:22][N:23]=3)[CH2:15][C@H:14]1[CH2:13][S:12][C:11]([NH2:24])=[N:10]2. (6) Given the reactants CC1(C)[O:6][C@H:5]([CH2:7][O:8][C:9]2[N:14]=[C:13]([NH:15][C:16]([N:18]3[C@@H:24]4[CH2:25][N:21]([CH2:22][CH2:23]4)[C:20]4[CH:26]=[CH:27][C:28]([C:30]5[CH:35]=[CH:34][CH:33]=[C:32]([C:36]([F:39])([F:38])[F:37])[CH:31]=5)=[N:29][C:19]3=4)=[O:17])[CH:12]=[N:11][CH:10]=2)[CH2:4][O:3]1.Cl.O1CCOCC1.CO, predict the reaction product. The product is: [OH:6][C@@H:5]([CH2:4][OH:3])[CH2:7][O:8][C:9]1[N:14]=[C:13]([NH:15][C:16]([N:18]2[C@@H:24]3[CH2:25][N:21]([CH2:22][CH2:23]3)[C:20]3[CH:26]=[CH:27][C:28]([C:30]4[CH:35]=[CH:34][CH:33]=[C:32]([C:36]([F:37])([F:39])[F:38])[CH:31]=4)=[N:29][C:19]2=3)=[O:17])[CH:12]=[N:11][CH:10]=1. (7) Given the reactants C(N(C(C)C)CC)(C)C.[CH3:10][Si:11]([CH2:14][CH2:15][O:16][CH2:17]Cl)([CH3:13])[CH3:12].[CH2:19]([O:26][C:27]1[CH:28]=[C:29]([CH:34]=[C:35]([C:37]2[NH:41][N:40]=[N:39][N:38]=2)[CH:36]=1)[C:30]([O:32][CH3:33])=[O:31])[C:20]1[CH:25]=[CH:24][CH:23]=[CH:22][CH:21]=1.O.C(=O)(O)[O-].[Na+], predict the reaction product. The product is: [CH2:19]([O:26][C:27]1[CH:28]=[C:29]([CH:34]=[C:35]([C:37]2[N:41]([CH2:17][O:16][CH2:15][CH2:14][Si:11]([CH3:13])([CH3:12])[CH3:10])[N:40]=[N:39][N:38]=2)[CH:36]=1)[C:30]([O:32][CH3:33])=[O:31])[C:20]1[CH:25]=[CH:24][CH:23]=[CH:22][CH:21]=1. (8) Given the reactants C1C([N+]([O-])=O)=CC=C([O:10][C@H:11]2[O:16][C@H:15]([CH2:17][OH:18])[C@H:14]([OH:19])[C@H:13]([OH:20])[C@H:12]2[OH:21])C=1, predict the reaction product. The product is: [O:10]=[CH:11][C@@H:12]([C@H:13]([C@H:14]([C@@H:15]([CH2:17][OH:18])[OH:16])[OH:19])[OH:20])[OH:21]. (9) The product is: [C:25]([O:24][CH:18]([C:17]1[C:12]([C:6]2[CH:7]=[CH:8][C:9]([CH3:11])=[CH:10][C:5]=2[OH:4])=[C:13]2[C:32]3[CH2:33][CH2:34][CH2:35][CH2:36][C:31]=3[S:30][C:14]2=[N:15][C:16]=1[CH3:29])[C:19]([O:21][CH2:22][CH3:23])=[O:20])([CH3:28])([CH3:26])[CH3:27]. Given the reactants C([O:4][C:5]1[CH:10]=[C:9]([CH3:11])[CH:8]=[CH:7][C:6]=1[C:12]1[C:17]([CH:18]([O:24][C:25]([CH3:28])([CH3:27])[CH3:26])[C:19]([O:21][CH2:22][CH3:23])=[O:20])=[C:16]([CH3:29])[N:15]=[C:14]2[S:30][C:31]3[CH2:36][CH2:35][CH2:34][CH2:33][C:32]=3[C:13]=12)C=C.CN1C(=O)CC(=O)N(C)C1=O, predict the reaction product.